Dataset: Full USPTO retrosynthesis dataset with 1.9M reactions from patents (1976-2016). Task: Predict the reactants needed to synthesize the given product. (1) Given the product [Cl:1][C:2]1[CH:10]=[C:9]2[C:5]([CH:6]=[CH:7][N:8]2[C:13]2[CH:14]=[CH:15][CH:16]=[CH:17][C:12]=2[F:11])=[CH:4][CH:3]=1, predict the reactants needed to synthesize it. The reactants are: [Cl:1][C:2]1[CH:10]=[C:9]2[C:5]([CH:6]=[CH:7][NH:8]2)=[CH:4][CH:3]=1.[F:11][C:12]1[CH:17]=[CH:16][CH:15]=[CH:14][C:13]=1I. (2) Given the product [OH:11][CH:10]=[C:6]1[CH2:5][O:4][CH2:3][C:2]([CH3:9])([CH3:1])[C:7]1=[O:8], predict the reactants needed to synthesize it. The reactants are: [CH3:1][C:2]1([CH3:9])[C:7](=[O:8])[CH2:6][CH2:5][O:4][CH2:3]1.[CH:10](OCC)=[O:11].[O-]CC.[Na+]. (3) Given the product [C:73]1([CH2:72][C@H:65]([NH:64][C:41](=[O:42])[C@@H:40]([NH:39][C:37](=[O:38])[C@@H:36]([NH:54][C:55](=[O:63])[CH2:56][N:57]2[CH2:58][CH2:59][O:60][CH2:61][CH2:62]2)[CH2:35][OH:34])[CH2:44][C:45]2[CH:50]=[CH:49][C:48]([O:51][CH3:52])=[C:47]([OH:53])[CH:46]=2)[C:66]([C@@:68]2([CH3:71])[CH2:70][O:69]2)=[O:67])[CH2:78][CH2:77][CH2:76][CH2:75][CH:74]=1, predict the reactants needed to synthesize it. The reactants are: CN(C(ON1N=NC2C=CC=NC1=2)=[N+](C)C)C.F[P-](F)(F)(F)(F)F.CCN(C(C)C)C(C)C.[OH:34][CH2:35][C@H:36]([NH:54][C:55](=[O:63])[CH2:56][N:57]1[CH2:62][CH2:61][O:60][CH2:59][CH2:58]1)[C:37]([NH:39][C@@H:40]([CH2:44][C:45]1[CH:50]=[CH:49][C:48]([O:51][CH3:52])=[C:47]([OH:53])[CH:46]=1)[C:41](O)=[O:42])=[O:38].[NH2:64][C@@H:65]([CH2:72][C:73]1[CH2:78][CH2:77][CH2:76][CH2:75][CH:74]=1)[C:66]([C@@:68]1([CH3:71])[CH2:70][O:69]1)=[O:67]. (4) Given the product [Br:24][C:9]1[CH:8]=[CH:7][C:6]([N:11]([CH3:12])[CH3:13])=[C:5]([CH:10]=1)[C:4]([N:3]([CH2:1][CH3:2])[CH2:15][CH3:16])=[O:14], predict the reactants needed to synthesize it. The reactants are: [CH2:1]([N:3]([CH2:15][CH3:16])[C:4](=[O:14])[C:5]1[CH:10]=[CH:9][CH:8]=[CH:7][C:6]=1[N:11]([CH3:13])[CH3:12])[CH3:2].C1C(=O)N([Br:24])C(=O)C1. (5) Given the product [C:1]([O:5][C:6](=[O:7])[NH:8][C@:9]1([C:14]([NH:47][S:44]([C:40]2[CH:41]=[CH:42][CH:43]=[C:38]([O:37][CH2:29][CH2:30][CH2:31][CH2:32][CH2:33][CH2:34][CH:35]=[CH2:36])[CH:39]=2)(=[O:45])=[O:46])=[O:16])[CH2:11][C@H:10]1[CH:12]=[CH2:13])([CH3:2])([CH3:3])[CH3:4], predict the reactants needed to synthesize it. The reactants are: [C:1]([O:5][C:6]([NH:8][C@:9]1([C:14]([OH:16])=O)[CH2:11][C@H:10]1[CH:12]=[CH2:13])=[O:7])([CH3:4])([CH3:3])[CH3:2].C1N=CN(C(N2C=NC=C2)=O)C=1.[CH2:29]([O:37][C:38]1[CH:39]=[C:40]([S:44]([NH2:47])(=[O:46])=[O:45])[CH:41]=[CH:42][CH:43]=1)[CH2:30][CH2:31][CH2:32][CH2:33][CH2:34][CH:35]=[CH2:36].C1CCN2C(=NCCC2)CC1. (6) Given the product [Br:1][C:2]1[N:6]2[CH:7]=[C:8]([CH:11]=[O:12])[CH:9]=[CH:10][C:5]2=[N:4][CH:3]=1, predict the reactants needed to synthesize it. The reactants are: [Br:1][C:2]1[N:6]2[CH:7]=[C:8]([CH2:11][OH:12])[CH:9]=[CH:10][C:5]2=[N:4][CH:3]=1.